This data is from Forward reaction prediction with 1.9M reactions from USPTO patents (1976-2016). The task is: Predict the product of the given reaction. (1) The product is: [S:28]([O:1][CH2:2][C@@H:3]1[CH2:7][CH2:6][CH2:5][N:4]1[C:8]([O:10][C:11]([CH3:14])([CH3:13])[CH3:12])=[O:9])([C:25]1[CH:26]=[CH:27][C:22]([CH3:21])=[CH:23][CH:24]=1)(=[O:30])=[O:29]. Given the reactants [OH:1][CH2:2][C@@H:3]1[CH2:7][CH2:6][CH2:5][N:4]1[C:8]([O:10][C:11]([CH3:14])([CH3:13])[CH3:12])=[O:9].N1C=CC=CC=1.[CH3:21][C:22]1[CH:27]=[CH:26][C:25]([S:28](Cl)(=[O:30])=[O:29])=[CH:24][CH:23]=1, predict the reaction product. (2) Given the reactants [C:1]([NH:5][C:6]1[N:13]=[C:12]([C:14]([F:17])([F:16])[F:15])[CH:11]=[CH:10][C:7]=1[C:8]#N)([CH3:4])([CH3:3])[CH3:2].[OH-:18].[K+].C([OH:23])CC, predict the reaction product. The product is: [C:1]([NH:5][C:6]1[N:13]=[C:12]([C:14]([F:17])([F:16])[F:15])[CH:11]=[CH:10][C:7]=1[C:8]([OH:23])=[O:18])([CH3:4])([CH3:3])[CH3:2]. (3) The product is: [CH3:35][C:2]1[CH:3]=[CH:4][C:5]([O:13][CH2:14][C:15]2[CH:16]=[CH:17][C:18]([O:21][CH2:22][C:23]3[N:24]=[C:25]([C:29]4[CH:30]=[CH:31][CH:32]=[CH:33][CH:34]=4)[O:26][C:27]=3[CH3:28])=[CH:19][CH:20]=2)=[C:6]([CH2:8][C:9]([O:11][CH3:12])=[O:10])[CH:7]=1. Given the reactants Br[C:2]1[CH:3]=[CH:4][C:5]([O:13][CH2:14][C:15]2[CH:20]=[CH:19][C:18]([O:21][CH2:22][C:23]3[N:24]=[C:25]([C:29]4[CH:34]=[CH:33][CH:32]=[CH:31][CH:30]=4)[O:26][C:27]=3[CH3:28])=[CH:17][CH:16]=2)=[C:6]([CH2:8][C:9]([O:11][CH3:12])=[O:10])[CH:7]=1.[CH3:35][Sn](C)(C)C, predict the reaction product. (4) The product is: [N:24]1([C:22]([C:21]2[CH:28]=[CH:29][C:30]([O:1][C:2]3[CH:3]=[C:4]([CH:9]=[C:10]([O:12][C@@H:13]([CH3:17])[CH2:14][O:15][CH3:16])[CH:11]=3)[C:5]([O:7][CH3:8])=[O:6])=[C:19]([F:18])[CH:20]=2)=[O:23])[CH2:27][CH2:26][CH2:25]1. Given the reactants [OH:1][C:2]1[CH:3]=[C:4]([CH:9]=[C:10]([O:12][C@@H:13]([CH3:17])[CH2:14][O:15][CH3:16])[CH:11]=1)[C:5]([O:7][CH3:8])=[O:6].[F:18][C:19]1[CH:20]=[C:21]([CH:28]=[CH:29][C:30]=1F)[C:22]([N:24]1[CH2:27][CH2:26][CH2:25]1)=[O:23], predict the reaction product. (5) Given the reactants [CH:1]1(B(O)O)[CH2:3][CH2:2]1.F[B-](F)(F)F.C1(P(C2CCCCC2)C2CCCCC2)CCCCC1.P([O-])([O-])([O-])=O.[K+].[K+].[K+].Br[C:40]1[C:48]2[C:44](=[CH:45][N:46]([CH3:49])[N:47]=2)[CH:43]=[C:42]([N+:50]([O-:52])=[O:51])[CH:41]=1, predict the reaction product. The product is: [CH:1]1([C:40]2[C:48]3[C:44](=[CH:45][N:46]([CH3:49])[N:47]=3)[CH:43]=[C:42]([N+:50]([O-:52])=[O:51])[CH:41]=2)[CH2:3][CH2:2]1. (6) The product is: [O:23]([CH2:22][C@@H:18]1[CH2:19][CH2:20][CH2:21][N:17]1[S:14]([C:10]1[CH:9]=[C:8]2[C:13](=[CH:12][CH:11]=1)[NH:5][C:6](=[O:35])[C:7]2=[O:30])(=[O:16])=[O:15])[C:24]1[CH:29]=[CH:28][CH:27]=[CH:26][CH:25]=1. Given the reactants NCCC[N:5]1[C:13]2[C:8](=[CH:9][C:10]([S:14]([N:17]3[CH2:21][CH2:20][CH2:19][C@H:18]3[CH2:22][O:23][C:24]3[CH:29]=[CH:28][CH:27]=[CH:26][CH:25]=3)(=[O:16])=[O:15])=[CH:11][CH:12]=2)[C:7]2(OCCC[O:30]2)[C:6]1=[O:35].N, predict the reaction product.